From a dataset of Forward reaction prediction with 1.9M reactions from USPTO patents (1976-2016). Predict the product of the given reaction. (1) Given the reactants [C:1]([C:5]1[O:9][N:8]=[C:7]([NH:10][C:11](=[O:17])[CH:12]([NH2:16])[CH2:13]CC)[CH:6]=1)([CH3:4])([CH3:3])[CH3:2].Cl, predict the reaction product. The product is: [NH2:16][CH:12]([CH3:13])[C:11]([NH:10][C:7]1[CH:6]=[C:5]([C:1]([CH3:4])([CH3:3])[CH3:2])[O:9][N:8]=1)=[O:17]. (2) Given the reactants [C:1]([O:5][C:6]([N:8]1[CH2:12][CH2:11][CH2:10][C@H:9]1[C:13]1[NH:14][CH:15]=[C:16](Br)[N:17]=1)=[O:7])([CH3:4])([CH3:3])[CH3:2].[CH3:19][O:20][C:21](=[O:62])[NH:22][C@H:23]([C:27]([N:29]1[CH2:33][CH2:32][CH2:31][C@H:30]1[C:34]1[NH:35][CH:36]=[C:37]([C:39]2[CH:44]=[CH:43][C:42]([C:45]3[C:46]4[S:52][CH:51]=[C:50](B5OC(C)(C)C(C)(C)O5)[C:47]=4[S:48][CH:49]=3)=[CH:41][CH:40]=2)[N:38]=1)=[O:28])[CH:24]([CH3:26])[CH3:25].C(=O)([O-])[O-].[Na+].[Na+].C(OCC)(=O)C, predict the reaction product. The product is: [C:1]([O:5][C:6]([N:8]1[CH2:12][CH2:11][CH2:10][C@H:9]1[C:13]1[NH:17][C:16]([C:50]2[C:47]3[S:48][CH:49]=[C:45]([C:42]4[CH:41]=[CH:40][C:39]([C:37]5[N:38]=[C:34]([C@@H:30]6[CH2:31][CH2:32][CH2:33][N:29]6[C:27](=[O:28])[C@@H:23]([NH:22][C:21]([O:20][CH3:19])=[O:62])[CH:24]([CH3:25])[CH3:26])[NH:35][CH:36]=5)=[CH:44][CH:43]=4)[C:46]=3[S:52][CH:51]=2)=[CH:15][N:14]=1)=[O:7])([CH3:4])([CH3:3])[CH3:2]. (3) Given the reactants [Br:1][C:2]1[CH:3]=[N:4][CH:5]=[C:6]([Br:10])[C:7]=1[CH:8]=O.[CH2:11]([NH:13][NH2:14])[CH3:12], predict the reaction product. The product is: [Br:1][C:2]1[CH:3]=[N:4][CH:5]=[C:6]([Br:10])[C:7]=1/[CH:8]=[N:14]/[NH:13][CH2:11][CH3:12]. (4) Given the reactants [C:1]([C:4]1[CH:13]=[C:8]([C:9]([O:11][CH3:12])=[O:10])[C:7]([OH:14])=[CH:6][CH:5]=1)(=[O:3])[CH3:2].C(=O)([O-])[O-].[K+].[K+].[CH2:21](Br)[C:22]1[CH:27]=[CH:26][CH:25]=[CH:24][CH:23]=1, predict the reaction product. The product is: [CH3:12][O:11][C:9](=[O:10])[C:8]1[CH:13]=[C:4]([C:1](=[O:3])[CH3:2])[CH:5]=[CH:6][C:7]=1[O:14][CH2:21][C:22]1[CH:27]=[CH:26][CH:25]=[CH:24][CH:23]=1. (5) Given the reactants [CH3:1][CH:2]([C:4]1[N:9]=[C:8]([N:10]([S:12]([CH3:15])(=[O:14])=[O:13])[CH3:11])[N:7]=[C:6]([C:16]2[CH:17]=[CH:18][C:19]([F:22])=[CH:20][CH:21]=2)[C:5]=1/[CH:23]=[CH:24]/[C@@H:25]([OH:33])[CH2:26][C@@H:27]([OH:32])[CH2:28][C:29]([OH:31])=[O:30])[CH3:3].C([NH-])CCC.O.C(O)C.C(N)(C)(C)C, predict the reaction product. The product is: [CH3:3][CH:2]([C:4]1[N:9]=[C:8]([N:10]([S:12]([CH3:15])(=[O:13])=[O:14])[CH3:11])[N:7]=[C:6]([C:16]2[CH:21]=[CH:20][C:19]([F:22])=[CH:18][CH:17]=2)[C:5]=1/[CH:23]=[CH:24]/[C@@H:25]([OH:33])[CH2:26][C@@H:27]([OH:32])[CH2:28][C:29]([OH:31])=[O:30])[CH3:1]. (6) Given the reactants [CH2:1]([C:3]1[N:7]([CH3:8])[C:6]2[CH:9]=[C:10]([N:13]3[CH:18]=[CH:17][C:16]([O:19][CH2:20][C:21]4[CH:25]=[C:24](F)[S:23][CH:22]=4)=[CH:15][C:14]3=[O:27])[CH:11]=[CH:12][C:5]=2[N:4]=1)[CH3:2].C(C1N(C)C2C=C(N3C=CC(OCC4C=CSC=4F)=CC3=O)C=CC=2N=1)C, predict the reaction product. The product is: [CH2:1]([C:3]1[N:7]([CH3:8])[C:6]2[CH:9]=[C:10]([N:13]3[CH:18]=[CH:17][C:16]([O:19][CH2:20][C:21]4[CH:25]=[CH:24][S:23][CH:22]=4)=[CH:15][C:14]3=[O:27])[CH:11]=[CH:12][C:5]=2[N:4]=1)[CH3:2]. (7) The product is: [Br:1][C:2]1[C:11]2[C:6](=[CH:7][CH:8]=[CH:9][CH:10]=2)[C:5]([C:12]([Cl:17])=[O:14])=[CH:4][CH:3]=1. Given the reactants [Br:1][C:2]1[C:11]2[C:6](=[CH:7][CH:8]=[CH:9][CH:10]=2)[C:5]([C:12]([OH:14])=O)=[CH:4][CH:3]=1.S(Cl)([Cl:17])=O, predict the reaction product. (8) Given the reactants C(OC([N:8]([C:18]1[N:19]=[C:20]2[CH:25]=[CH:24][CH:23]=[CH:22][N:21]2[C:26]=1[CH:27]1[CH2:29][CH2:28]1)[S:9]([C:12]1[CH:17]=[CH:16][CH:15]=[CH:14][CH:13]=1)(=[O:11])=[O:10])=O)(C)(C)C.FC(F)(F)C(O)=O, predict the reaction product. The product is: [CH:27]1([C:26]2[N:21]3[CH:22]=[CH:23][CH:24]=[CH:25][C:20]3=[N:19][C:18]=2[NH:8][S:9]([C:12]2[CH:17]=[CH:16][CH:15]=[CH:14][CH:13]=2)(=[O:10])=[O:11])[CH2:29][CH2:28]1.